Dataset: Full USPTO retrosynthesis dataset with 1.9M reactions from patents (1976-2016). Task: Predict the reactants needed to synthesize the given product. (1) The reactants are: [NH2:1][CH2:2][CH:3]([C:6]1[CH:11]=[CH:10][CH:9]=[CH:8][CH:7]=1)[CH2:4][OH:5].C(N(C(C)C)CC)(C)C.Cl[C:22](Cl)([O:24]C(=O)OC(Cl)(Cl)Cl)Cl. Given the product [C:6]1([CH:3]2[CH2:4][O:5][C:22](=[O:24])[NH:1][CH2:2]2)[CH:11]=[CH:10][CH:9]=[CH:8][CH:7]=1, predict the reactants needed to synthesize it. (2) Given the product [C:20]1([C:20]2[CH:25]=[CH:24][CH:23]=[CH:22][CH:21]=2)[CH:25]=[CH:24][CH:23]=[C:22]([CH2:11][CH:2]([O:12][Si:13]([C:16]([CH3:19])([CH3:18])[CH3:17])([CH3:15])[CH3:14])[CH2:3][CH2:4][CH:5]2[NH:9][C:8](=[O:10])[CH2:7][CH2:6]2)[CH:21]=1, predict the reactants needed to synthesize it. The reactants are: Br[C:2]([O:12][Si:13]([C:16]([CH3:19])([CH3:18])[CH3:17])([CH3:15])[CH3:14])([CH3:11])[CH2:3][CH2:4][CH:5]1[NH:9][C:8](=[O:10])[CH2:7][CH2:6]1.[C:20]1(B(O)O)[CH:25]=[CH:24][CH:23]=[CH:22][CH:21]=1.C([O-])([O-])=O.[Na+].[Na+]. (3) Given the product [Cl:1][C:2]1[CH:3]=[C:4]2[C:9](=[CH:10][C:11]=1[O:12][CH2:13][CH2:14][CH2:15][O:16][C:24]1[CH:38]=[CH:37][C:27]([O:28][C@@:29]([CH3:36])([CH2:34][CH3:35])[C:30]([O:32][CH3:33])=[O:31])=[CH:26][CH:25]=1)[O:8][C:7]([CH3:18])([CH3:17])[CH:6]=[C:5]2[C:19]([F:20])([F:22])[F:21], predict the reactants needed to synthesize it. The reactants are: [Cl:1][C:2]1[CH:3]=[C:4]2[C:9](=[CH:10][C:11]=1[O:12][CH2:13][CH2:14][CH2:15][OH:16])[O:8][C:7]([CH3:18])([CH3:17])[CH:6]=[C:5]2[C:19]([F:22])([F:21])[F:20].O[C:24]1[CH:38]=[CH:37][C:27]([O:28][C@@:29]([CH3:36])([CH2:34][CH3:35])[C:30]([O:32][CH3:33])=[O:31])=[CH:26][CH:25]=1.C1(P(C2C=CC=CC=2)C2C=CC=CC=2)C=CC=CC=1.N(C(OCC)=O)=NC(OCC)=O. (4) Given the product [CH:16]1([C:8]2[CH:9]=[N:10][CH:11]=[C:12]([CH:15]=2)[C:13]#[N:14])[CH2:18][CH2:17]1, predict the reactants needed to synthesize it. The reactants are: C(=O)([O-])[O-].[Cs+].[Cs+].Br[C:8]1[CH:9]=[N:10][CH:11]=[C:12]([CH:15]=1)[C:13]#[N:14].[CH:16]1(B(O)O)[CH2:18][CH2:17]1.C(Cl)Cl. (5) Given the product [OH:56][C@@:55]([C:50]1[CH:49]=[CH:48][C:47]2[C:52](=[CH:53][CH:54]=[C:45]([C:43]([NH:42][CH3:41])=[O:44])[CH:46]=2)[CH:51]=1)([C:57]1[N:58]=[CH:59][N:60]([C:62]([C:63]2[CH:68]=[CH:67][CH:66]=[CH:65][CH:64]=2)([C:75]2[CH:76]=[CH:77][CH:78]=[CH:79][CH:80]=2)[C:69]2[CH:74]=[CH:73][CH:72]=[CH:71][CH:70]=2)[CH:61]=1)[CH2:7][C:8]([O:10][CH2:11][CH3:12])=[O:9], predict the reactants needed to synthesize it. The reactants are: Cl[Si](C)(C)C.Br[CH2:7][C:8]([O:10][CH2:11][CH3:12])=[O:9].C=C[C@@H]1[C@@H]2C[C@H]([C@@H](O)C3C4C(=CC=CC=4)N=CC=3)N(CC2)C1.N1C=CC=CC=1.[CH3:41][NH:42][C:43]([C:45]1[CH:54]=[CH:53][C:52]2[C:47](=[CH:48][CH:49]=[C:50]([C:55]([C:57]3[N:58]=[CH:59][N:60]([C:62]([C:75]4[CH:80]=[CH:79][CH:78]=[CH:77][CH:76]=4)([C:69]4[CH:74]=[CH:73][CH:72]=[CH:71][CH:70]=4)[C:63]4[CH:68]=[CH:67][CH:66]=[CH:65][CH:64]=4)[CH:61]=3)=[O:56])[CH:51]=2)[CH:46]=1)=[O:44].Cl.